Dataset: Reaction yield outcomes from USPTO patents with 853,638 reactions. Task: Predict the reaction yield, written as a fraction of the theoretical maximum amount of product (1.0 means a 100% yield; for example, 0.34 means a 34% yield). (1) The reactants are [NH2:1][C:2]1[CH:10]=[CH:9][C:5]2[N:6]=[CH:7][NH:8][C:4]=2[CH:3]=1.[Br:11]Br.N. The catalyst is CC(O)=O. The product is [Br:11][C:3]1[C:4]2[NH:8][CH:7]=[N:6][C:5]=2[CH:9]=[CH:10][C:2]=1[NH2:1]. The yield is 0.420. (2) The reactants are [O-]P([O-])([O-])=O.[K+].[K+].[K+].[CH2:9]([NH2:16])[C:10]1[CH:15]=[CH:14][CH:13]=[CH:12][CH:11]=1.[Cl:17][C:18]1[CH:23]=[CH:22][C:21](I)=[CH:20][CH:19]=1.C(O)CO. The catalyst is [Cu]I.CCCCCC.C(OCC)(=O)C.CC(O)C. The product is [Cl:17][C:18]1[CH:23]=[CH:22][C:21]([NH:16][CH2:9][C:10]2[CH:15]=[CH:14][CH:13]=[CH:12][CH:11]=2)=[CH:20][CH:19]=1. The yield is 0.840. (3) The reactants are O.O.Cl[Sn]Cl.Cl.[N+:7]([C:10]1[CH:11]=[C:12]([C:17]2[CH:23]=[CH:22][C:20]([NH2:21])=[C:19]([N+:24]([O-])=O)[CH:18]=2)[CH:13]=[CH:14][C:15]=1[NH2:16])([O-])=O. No catalyst specified. The product is [NH2:7][C:10]1[CH:11]=[C:12]([C:17]2[CH:23]=[CH:22][C:20]([NH2:21])=[C:19]([NH2:24])[CH:18]=2)[CH:13]=[CH:14][C:15]=1[NH2:16]. The yield is 0.690. (4) The product is [C:1]1([C:10]2[C:9]([OH:11])=[N:7][C:2]3[C:1]([N:8]=2)=[CH:6][CH:5]=[CH:4][CH:3]=3)[CH:6]=[CH:5][CH:4]=[CH:3][CH:2]=1. No catalyst specified. The reactants are [C:1]1([NH2:8])[CH:6]=[CH:5][CH:4]=[CH:3][C:2]=1[NH2:7].[CH2:9]([OH:11])[CH3:10]. The yield is 0.950. (5) The reactants are [Br:1][C:2]1[CH:6]=[CH:5][S:4][C:3]=1[C:7]([OH:9])=O.C1(C)C=CC=CC=1.S(Cl)(Cl)=O.O1CCCC1.[NH3:26].O. No catalyst specified. The product is [Br:1][C:2]1[CH:6]=[CH:5][S:4][C:3]=1[C:7]([NH2:26])=[O:9]. The yield is 0.525. (6) The yield is 0.376. No catalyst specified. The reactants are Cl.[F:2][C:3]1[CH:8]=[CH:7][CH:6]=[C:5]([F:9])[C:4]=1[CH2:10][C:11]([OH:13])=O.[CH2:14]([C@H:21]1[CH2:25][NH:24][C@H:23]([C:26]([NH:28][C:29]2[CH:34]=[CH:33][C:32]([O:35][C:36]3[CH:41]=[CH:40][C:39]([F:42])=[CH:38][CH:37]=3)=[CH:31][CH:30]=2)=[O:27])[CH2:22]1)[C:15]1[CH:20]=[CH:19][CH:18]=[CH:17][CH:16]=1. The product is [CH2:14]([C@H:21]1[CH2:25][N:24]([C:11](=[O:13])[CH2:10][C:4]2[C:5]([F:9])=[CH:6][CH:7]=[CH:8][C:3]=2[F:2])[C@H:23]([C:26]([NH:28][C:29]2[CH:34]=[CH:33][C:32]([O:35][C:36]3[CH:37]=[CH:38][C:39]([F:42])=[CH:40][CH:41]=3)=[CH:31][CH:30]=2)=[O:27])[CH2:22]1)[C:15]1[CH:16]=[CH:17][CH:18]=[CH:19][CH:20]=1. (7) The reactants are [H-].[H-].[H-].[H-].[Li+].[Al+3].[Cl:7][C:8]1[CH:13]=[CH:12][C:11]([Cl:14])=[CH:10][C:9]=1[N:15]([CH:26]([CH3:32])CC(OC)=O)[S:16]([C:19]1[CH:24]=[CH:23][C:22]([Cl:25])=[CH:21][CH:20]=1)(=[O:18])=[O:17].C1C[O:36][CH2:35]C1. No catalyst specified. The product is [Cl:25][C:22]1[CH:21]=[CH:20][C:19]([S:16]([N:15]([C:9]2[CH:10]=[C:11]([Cl:14])[CH:12]=[CH:13][C:8]=2[Cl:7])[C@H:26]([CH3:32])[CH2:35][OH:36])(=[O:18])=[O:17])=[CH:24][CH:23]=1. The yield is 0.980. (8) The reactants are [N:1]1[CH:6]=[CH:5][CH:4]=[CH:3][C:2]=1[CH2:7][O:8][C:9]1[CH:17]=[CH:16][C:12]([C:13]([OH:15])=O)=[CH:11][CH:10]=1.[NH2:18][C:19]1[CH:20]=[C:21]([CH:26]=[CH:27][C:28]=1[CH3:29])[C:22]([O:24][CH3:25])=[O:23].CN(C(ON1N=NC2C=CC=NC1=2)=[N+](C)C)C.F[P-](F)(F)(F)(F)F.CCN(C(C)C)C(C)C.[OH-].[Na+]. The catalyst is CN(C=O)C. The product is [CH3:29][C:28]1[CH:27]=[CH:26][C:21]([C:22]([O:24][CH3:25])=[O:23])=[CH:20][C:19]=1[NH:18][C:13](=[O:15])[C:12]1[CH:11]=[CH:10][C:9]([O:8][CH2:7][C:2]2[CH:3]=[CH:4][CH:5]=[CH:6][N:1]=2)=[CH:17][CH:16]=1. The yield is 0.382.